Dataset: Catalyst prediction with 721,799 reactions and 888 catalyst types from USPTO. Task: Predict which catalyst facilitates the given reaction. Reactant: Cl[C:2]1[C:3]2[C:4](=[CH:13][N:14](CC3C=CC(OC)=CC=3)[N:15]=2)[N:5]=[C:6]([C:8]2[S:9][CH:10]=[CH:11][CH:12]=2)[N:7]=1.[N:25]1[N:26]([C:30]2[CH:31]=[C:32]([CH:34]=[CH:35][CH:36]=2)[NH2:33])[N:27]=[CH:28][CH:29]=1.Cl. Product: [N:25]1[N:26]([C:30]2[CH:31]=[C:32]([NH:33][C:2]3[C:3]4[NH:15][N:14]=[CH:13][C:4]=4[N:5]=[C:6]([C:8]4[S:9][CH:10]=[CH:11][CH:12]=4)[N:7]=3)[CH:34]=[CH:35][CH:36]=2)[N:27]=[CH:28][CH:29]=1. The catalyst class is: 71.